Dataset: Forward reaction prediction with 1.9M reactions from USPTO patents (1976-2016). Task: Predict the product of the given reaction. (1) Given the reactants [CH3:1][C:2]1[CH:7]=[CH:6][C:5]([NH:8][NH2:9])=[CH:4][CH:3]=1.[CH3:10][C:11]([CH3:18])([CH3:17])[C:12](=O)[CH2:13][C:14]#[N:15], predict the reaction product. The product is: [CH3:1][C:2]1[CH:7]=[CH:6][C:5]([N:8]2[C:14]([NH2:15])=[CH:13][C:12]([C:11]([CH3:18])([CH3:17])[CH3:10])=[N:9]2)=[CH:4][CH:3]=1. (2) Given the reactants [CH3:1][C:2]([OH:41])([CH2:4][CH2:5][CH2:6][S:7]([N:10]1[CH2:15][CH2:14][C:13]([C:16]2[CH:40]=[CH:39][C:19]3[N:20]=[C:21]([CH2:23][CH:24]4[CH2:29][CH2:28][N:27]([C:30]5[N:35]=[CH:34][C:33]([CH2:36][CH2:37][CH3:38])=[CH:32][N:31]=5)[CH2:26][CH2:25]4)[S:22][C:18]=3[CH:17]=2)=[CH:12][CH2:11]1)(=[O:9])=[O:8])[CH3:3], predict the reaction product. The product is: [CH3:1][C:2]([OH:41])([CH2:4][CH2:5][CH2:6][S:7]([N:10]1[CH2:15][CH2:14][CH:13]([C:16]2[CH:40]=[CH:39][C:19]3[N:20]=[C:21]([CH2:23][CH:24]4[CH2:29][CH2:28][N:27]([C:30]5[N:31]=[CH:32][C:33]([CH2:36][CH2:37][CH3:38])=[CH:34][N:35]=5)[CH2:26][CH2:25]4)[S:22][C:18]=3[CH:17]=2)[CH2:12][CH2:11]1)(=[O:9])=[O:8])[CH3:3]. (3) Given the reactants [CH2:1]([C@@H:5]1[NH:10][CH2:9][C@H:8]([CH2:11][CH:12]([CH3:14])[CH3:13])[NH:7][C:6]1=[O:15])[CH:2]([CH3:4])[CH3:3].[Cl:16][C:17]1[CH:27]=[CH:26][C:20]([CH:21]=[CH:22][C:23](O)=[O:24])=[CH:19][CH:18]=1.C([C@@H]1N(C(=O)/C=C/C2C=CC=CC=2)C[C@H](CC(C)C)NC1=O)C(C)C, predict the reaction product. The product is: [Cl:16][C:17]1[CH:18]=[CH:19][C:20]([CH:21]=[CH:22][C:23]([N:10]2[CH2:9][C@H:8]([CH2:11][CH:12]([CH3:14])[CH3:13])[NH:7][C:6](=[O:15])[C@@H:5]2[CH2:1][CH:2]([CH3:4])[CH3:3])=[O:24])=[CH:26][CH:27]=1. (4) The product is: [O:28]1[CH:29]=[CH:30][C:26]([NH:25][S:22]([C:18]2[CH:17]=[C:16]3[C:21](=[CH:20][CH:19]=2)[C:12]([C:10]2[CH:11]=[C:6]([CH3:46])[C:7]([C:33]([F:35])([F:34])[F:36])=[CH:8][C:9]=2[O:31][CH3:32])=[N:13][CH:14]=[CH:15]3)(=[O:23])=[O:24])=[N:27]1. Given the reactants CB(O)O.Cl[C:6]1[C:7]([C:33]([F:36])([F:35])[F:34])=[CH:8][C:9]([O:31][CH3:32])=[C:10]([C:12]2[C:21]3[C:16](=[CH:17][C:18]([S:22]([NH:25][C:26]4[CH:30]=[CH:29][O:28][N:27]=4)(=[O:24])=[O:23])=[CH:19][CH:20]=3)[CH:15]=[CH:14][N:13]=2)[CH:11]=1.P([O-])([O-])([O-])=O.[K+].[K+].[K+].O1CCOC[CH2:46]1, predict the reaction product. (5) Given the reactants C(O[C:4](=[O:16])[C:5]1[CH:10]=[C:9]([N+:11]([O-:13])=[O:12])[CH:8]=[CH:7][C:6]=1[CH2:14]Br)C.[CH3:17][O:18][C:19](=[O:29])[CH2:20][CH2:21][C:22]1[CH:27]=[CH:26][C:25]([NH2:28])=[CH:24][CH:23]=1.NC1C=CC=CC=1, predict the reaction product. The product is: [CH3:17][O:18][C:19](=[O:29])[CH2:20][CH2:21][C:22]1[CH:27]=[CH:26][C:25]([N:28]2[CH2:14][C:6]3[C:5](=[CH:10][C:9]([N+:11]([O-:13])=[O:12])=[CH:8][CH:7]=3)[C:4]2=[O:16])=[CH:24][CH:23]=1.